From a dataset of Catalyst prediction with 721,799 reactions and 888 catalyst types from USPTO. Predict which catalyst facilitates the given reaction. (1) Reactant: [Br:1][C:2]1[CH:3]=[CH:4][C:5]2[O:9][C:8]([C:15]3[C:16]([N+:21]([O-])=O)=[N:17][CH:18]=[CH:19][CH:20]=3)([C:10](OCC)=[O:11])[C:7](=[O:24])[C:6]=2[CH:25]=1. Product: [Br:1][C:2]1[CH:3]=[CH:4][C:5]2[O:9][C:8]3([C:15]4[C:16](=[N:17][CH:18]=[CH:19][CH:20]=4)[NH:21][C:10]3=[O:11])[C:7](=[O:24])[C:6]=2[CH:25]=1. The catalyst class is: 180. (2) Reactant: [CH3:1][NH:2][C:3](=[O:11])[CH2:4][CH2:5][CH2:6][CH2:7][CH2:8][CH2:9][CH3:10].[H-].[Na+].[Br:14][C:15]1[CH:16]=[C:17]([CH:20]=[CH:21][CH:22]=1)[CH2:18]Br.O. Product: [CH3:1][N:2]([CH2:18][C:17]1[CH:20]=[CH:21][CH:22]=[C:15]([Br:14])[CH:16]=1)[C:3](=[O:11])[CH2:4][CH2:5][CH2:6][CH2:7][CH2:8][CH2:9][CH3:10]. The catalyst class is: 7. (3) Reactant: [Br:1][C:2]1[C:3]([CH3:7])=[N:4][NH:5][CH:6]=1.[C:8]([O:12][C:13](O[C:13]([O:12][C:8]([CH3:11])([CH3:10])[CH3:9])=[O:14])=[O:14])([CH3:11])([CH3:10])[CH3:9].C(N(CC)CC)C. Product: [Br:1][C:2]1[C:3]([CH3:7])=[N:4][N:5]([C:13]([O:12][C:8]([CH3:11])([CH3:10])[CH3:9])=[O:14])[CH:6]=1. The catalyst class is: 594. (4) Reactant: [S:1]1[C:5]2[CH:6]=[CH:7][CH:8]=[CH:9][C:4]=2[N:3]=[C:2]1[N:10]1[C:14](=[O:15])[C:13](=[CH:16][N:17](C)C)[C:12]([C:20]2[CH:25]=[CH:24][CH:23]=[C:22]([I:26])[CH:21]=2)=[N:11]1. Product: [NH2:17][CH:16]=[C:13]1[C:12]([C:20]2[CH:25]=[CH:24][CH:23]=[C:22]([I:26])[CH:21]=2)=[N:11][N:10]([C:2]2[S:1][C:5]3[CH:6]=[CH:7][CH:8]=[CH:9][C:4]=3[N:3]=2)[C:14]1=[O:15]. The catalyst class is: 547. (5) Reactant: [CH3:1][S:2][C:3]1[O:4][C:5]([C:21]([O:23]CC)=[O:22])=[C:6]2[C:20]=1[C:10]1[N:11]=[C:12]([C:14]3[CH:19]=[CH:18][CH:17]=[CH:16][CH:15]=3)[S:13][C:9]=1[CH2:8][CH2:7]2.C(O)C.[OH-].[Na+].Cl. Product: [CH3:1][S:2][C:3]1[O:4][C:5]([C:21]([OH:23])=[O:22])=[C:6]2[C:20]=1[C:10]1[N:11]=[C:12]([C:14]3[CH:19]=[CH:18][CH:17]=[CH:16][CH:15]=3)[S:13][C:9]=1[CH2:8][CH2:7]2. The catalyst class is: 132.